Dataset: NCI-60 drug combinations with 297,098 pairs across 59 cell lines. Task: Regression. Given two drug SMILES strings and cell line genomic features, predict the synergy score measuring deviation from expected non-interaction effect. (1) Cell line: UACC62. Drug 1: CC1C(C(=O)NC(C(=O)N2CCCC2C(=O)N(CC(=O)N(C(C(=O)O1)C(C)C)C)C)C(C)C)NC(=O)C3=C4C(=C(C=C3)C)OC5=C(C(=O)C(=C(C5=N4)C(=O)NC6C(OC(=O)C(N(C(=O)CN(C(=O)C7CCCN7C(=O)C(NC6=O)C(C)C)C)C)C(C)C)C)N)C. Drug 2: CC1CCC2CC(C(=CC=CC=CC(CC(C(=O)C(C(C(=CC(C(=O)CC(OC(=O)C3CCCCN3C(=O)C(=O)C1(O2)O)C(C)CC4CCC(C(C4)OC)OCCO)C)C)O)OC)C)C)C)OC. Synergy scores: CSS=8.96, Synergy_ZIP=2.25, Synergy_Bliss=6.98, Synergy_Loewe=0.484, Synergy_HSA=1.05. (2) Drug 1: CN(C)C1=NC(=NC(=N1)N(C)C)N(C)C. Drug 2: CC(C)(C#N)C1=CC(=CC(=C1)CN2C=NC=N2)C(C)(C)C#N. Cell line: HCT-15. Synergy scores: CSS=-2.11, Synergy_ZIP=1.13, Synergy_Bliss=2.18, Synergy_Loewe=-0.463, Synergy_HSA=-1.27. (3) Drug 1: C1CCN(CC1)CCOC2=CC=C(C=C2)C(=O)C3=C(SC4=C3C=CC(=C4)O)C5=CC=C(C=C5)O. Drug 2: C1CCC(C1)C(CC#N)N2C=C(C=N2)C3=C4C=CNC4=NC=N3. Cell line: MDA-MB-435. Synergy scores: CSS=-12.9, Synergy_ZIP=9.33, Synergy_Bliss=5.27, Synergy_Loewe=-1.60, Synergy_HSA=-6.44. (4) Drug 1: C1CN1P(=S)(N2CC2)N3CC3. Drug 2: C1=NC2=C(N=C(N=C2N1C3C(C(C(O3)CO)O)O)F)N. Cell line: K-562. Synergy scores: CSS=43.6, Synergy_ZIP=8.37, Synergy_Bliss=7.86, Synergy_Loewe=8.59, Synergy_HSA=9.86. (5) Drug 1: CC1=C(C(CCC1)(C)C)C=CC(=CC=CC(=CC(=O)O)C)C. Synergy scores: CSS=5.18, Synergy_ZIP=-5.28, Synergy_Bliss=-1.62, Synergy_Loewe=-1.15, Synergy_HSA=-1.47. Drug 2: C1CN1C2=NC(=NC(=N2)N3CC3)N4CC4. Cell line: MDA-MB-435. (6) Drug 1: CC(C1=C(C=CC(=C1Cl)F)Cl)OC2=C(N=CC(=C2)C3=CN(N=C3)C4CCNCC4)N. Drug 2: C1=CN(C=N1)CC(O)(P(=O)(O)O)P(=O)(O)O. Cell line: OVCAR-4. Synergy scores: CSS=5.44, Synergy_ZIP=0.305, Synergy_Bliss=2.74, Synergy_Loewe=2.11, Synergy_HSA=2.04.